From a dataset of Catalyst prediction with 721,799 reactions and 888 catalyst types from USPTO. Predict which catalyst facilitates the given reaction. (1) Reactant: C(OC([CH:6]1[CH2:22][CH2:21][CH2:20][CH2:19][CH2:18][CH2:17][CH:16]=[CH:15][CH2:14][CH2:13][CH2:12][CH2:11][CH2:10][CH2:9][CH2:8][C:7]1=[O:23])=O)C.[OH-].[Na+]. Product: [CH2:20]1[CH2:21][CH2:22][CH2:6][C:7](=[O:23])[CH2:8][CH2:9][CH2:10][CH2:11][CH2:12][CH2:13][CH2:14][CH:15]=[CH:16][CH2:17][CH2:18][CH2:19]1. The catalyst class is: 5. (2) Reactant: C(OC([N:8]1[C:16]2[C:11](=[CH:12][C:13]([CH:17]3[C:22]([C:23]#[N:24])=[C:21]([CH3:25])[N:20]([CH3:26])[C:19]([CH3:27])=[C:18]3[C:28]#[N:29])=[CH:14][CH:15]=2)[C:10]([CH3:30])=[N:9]1)=O)(C)(C)C.Cl. The catalyst class is: 12. Product: [CH3:26][N:20]1[C:21]([CH3:25])=[C:22]([C:23]#[N:24])[CH:17]([C:13]2[CH:12]=[C:11]3[C:16](=[CH:15][CH:14]=2)[NH:8][N:9]=[C:10]3[CH3:30])[C:18]([C:28]#[N:29])=[C:19]1[CH3:27]. (3) Reactant: CC(OI1(OC(C)=O)(OC(C)=O)OC(=O)C2C=CC=CC1=2)=O.[O:23]1[C:32]2[CH:31]=[C:30]([CH2:33][OH:34])[N:29]=[CH:28][C:27]=2[O:26][CH2:25][CH2:24]1. Product: [O:23]1[C:32]2[CH:31]=[C:30]([CH:33]=[O:34])[N:29]=[CH:28][C:27]=2[O:26][CH2:25][CH2:24]1. The catalyst class is: 2. (4) Reactant: [OH-].[Na+].C([O:6][C:7]1[C:11]2=[N:12][C:13]([C@@H:22]([NH:24][C:25]3[C:30]([C:31]#[N:32])=[C:29]([NH2:33])[N:28]=[C:27]([NH2:34])[N:26]=3)[CH3:23])=[C:14]([N:16]3[CH2:21][CH2:20][O:19][CH2:18][CH2:17]3)[CH:15]=[C:10]2[N:9]([CH3:35])[CH:8]=1)(=O)C.C(=O)(O)[O-].[Na+]. Product: [NH2:34][C:27]1[N:28]=[C:29]([NH2:33])[C:30]([C:31]#[N:32])=[C:25]([NH:24][C@H:22]([C:13]2[N:12]=[C:11]3[C:7]([OH:6])=[CH:8][N:9]([CH3:35])[C:10]3=[CH:15][C:14]=2[N:16]2[CH2:21][CH2:20][O:19][CH2:18][CH2:17]2)[CH3:23])[N:26]=1. The catalyst class is: 5. (5) Reactant: [CH3:1][Sn:2](Cl)([CH3:4])[CH3:3].Cl[C:7]1[CH:12]=[CH:11][N:10]=[C:9]([CH:13]([CH3:15])[CH3:14])[CH:8]=1. Product: [CH:13]([C:9]1[CH:8]=[C:7]([Sn:2]([CH3:4])([CH3:3])[CH3:1])[CH:12]=[CH:11][N:10]=1)([CH3:15])[CH3:14]. The catalyst class is: 57. (6) Reactant: [CH2:1]1[CH2:10][O:9][C:8]2[CH:7]=[CH:6][C:5]([NH:11][C:12]3[C:17]([F:18])=[CH:16][N:15]=[C:14](Cl)[N:13]=3)=[CH:4][C:3]=2[O:2]1.[NH2:20][C:21]1[CH:22]=[C:23]([CH:25]=[CH:26][CH:27]=1)[NH2:24]. Product: [NH2:20][C:21]1[CH:22]=[C:23]([NH:24][C:14]2[N:13]=[C:12]([NH:11][C:5]3[CH:6]=[CH:7][C:8]4[O:9][CH2:10][CH2:1][O:2][C:3]=4[CH:4]=3)[C:17]([F:18])=[CH:16][N:15]=2)[CH:25]=[CH:26][CH:27]=1. The catalyst class is: 5. (7) Reactant: [Br:1][C:2]1[C:3]([CH2:8][OH:9])=[N:4][N:5]([CH3:7])[CH:6]=1.[Si:10](Cl)([C:13]([CH3:16])([CH3:15])[CH3:14])([CH3:12])[CH3:11].N1C=CN=C1.C(Cl)Cl. Product: [Br:1][C:2]1[C:3]([CH2:8][O:9][Si:10]([C:13]([CH3:16])([CH3:15])[CH3:14])([CH3:12])[CH3:11])=[N:4][N:5]([CH3:7])[CH:6]=1. The catalyst class is: 277. (8) Product: [CH:10]([N:9]([CH2:12][CH:13]1[C:18](=[O:19])[N:17]([CH2:20][C:21]([NH:23][CH2:24][CH2:25][CH3:26])=[O:22])[C:16]2[CH:27]=[CH:28][CH:29]=[CH:30][C:15]=2[S:14]1)[OH:8])=[O:11]. Reactant: C([O:8][N:9]([CH2:12][CH:13]1[C:18](=[O:19])[N:17]([CH2:20][C:21]([NH:23][CH2:24][CH2:25][CH3:26])=[O:22])[C:16]2[CH:27]=[CH:28][CH:29]=[CH:30][C:15]=2[S:14]1)[CH:10]=[O:11])C1C=CC=CC=1.C1CC=CCC=1. The catalyst class is: 50. (9) Reactant: [CH3:1][O:2][C:3]1[CH:4]=[N:5][CH:6]=[C:7](B2OC(C)(C)C(C)(C)O2)[CH:8]=1.B1([O-])O[O:19]1.O.O.O.O.[Na+]. Product: [CH3:1][O:2][C:3]1[CH:8]=[C:7]([OH:19])[CH:6]=[N:5][CH:4]=1. The catalyst class is: 6. (10) Reactant: [OH:1][C:2]1[CH:10]=[CH:9][C:8]([C:11]2[N:12]([C:27]([O:29][C:30]([CH3:33])([CH3:32])[CH3:31])=[O:28])[C:13]3[C:18]([CH:19]=2)=[CH:17][C:16]([CH2:20][N:21]2[CH2:26][CH2:25][CH2:24][CH2:23][CH2:22]2)=[CH:15][CH:14]=3)=[C:7]2[C:3]=1[CH2:4][NH:5][C:6]2=[O:34].C(N(CC)CC)C.[Cl:42][C:43]1[C:44]([F:54])=[CH:45][C:46]([F:53])=[C:47]([S:49](Cl)(=[O:51])=[O:50])[CH:48]=1. Product: [F:53][C:46]1[CH:45]=[C:44]([F:54])[C:43]([Cl:42])=[CH:48][C:47]=1[S:49]([O:1][C:2]1[CH:10]=[CH:9][C:8]([C:11]2[N:12]([C:27]([O:29][C:30]([CH3:31])([CH3:33])[CH3:32])=[O:28])[C:13]3[C:18]([CH:19]=2)=[CH:17][C:16]([CH2:20][N:21]2[CH2:26][CH2:25][CH2:24][CH2:23][CH2:22]2)=[CH:15][CH:14]=3)=[C:7]2[C:3]=1[CH2:4][NH:5][C:6]2=[O:34])(=[O:51])=[O:50]. The catalyst class is: 10.